From a dataset of Full USPTO retrosynthesis dataset with 1.9M reactions from patents (1976-2016). Predict the reactants needed to synthesize the given product. (1) Given the product [Br:9][C:4]1[CH:5]=[C:6]([NH:10][C:11]2[CH:12]=[N:13][CH:14]=[N:15][CH:16]=2)[CH:7]=[C:2]([Cl:1])[CH:3]=1, predict the reactants needed to synthesize it. The reactants are: [Cl:1][C:2]1[CH:7]=[C:6](Br)[CH:5]=[C:4]([Br:9])[CH:3]=1.[NH2:10][C:11]1[CH:12]=[N:13][CH:14]=[N:15][CH:16]=1.C([O-])([O-])=O.[Cs+].[Cs+].C1(P(C2C=CC=CC=2)C2C3OC4C(=CC=CC=4P(C4C=CC=CC=4)C4C=CC=CC=4)C(C)(C)C=3C=CC=2)C=CC=CC=1. (2) Given the product [C:1]1([C:7]2([CH2:10][NH2:12])[CH2:8][CH2:9]2)[CH:6]=[CH:5][CH:4]=[CH:3][CH:2]=1, predict the reactants needed to synthesize it. The reactants are: [C:1]1([C:7]2([C:10]([NH2:12])=O)[CH2:9][CH2:8]2)[CH:6]=[CH:5][CH:4]=[CH:3][CH:2]=1.[H-].[H-].[H-].[H-].[Li+].[Al+3]. (3) Given the product [ClH:29].[CH3:28][N:2]([CH3:1])[CH2:3][CH2:4][CH2:5][C:6]([N:8]1[CH2:17][CH2:16][C:15]2[C:10](=[CH:11][CH:12]=[C:13]([C:18]([NH:20][OH:21])=[O:19])[CH:14]=2)[CH2:9]1)=[O:7], predict the reactants needed to synthesize it. The reactants are: [CH3:1][N:2]([CH3:28])[CH2:3][CH2:4][CH2:5][C:6]([N:8]1[CH2:17][CH2:16][C:15]2[C:10](=[CH:11][CH:12]=[C:13]([C:18]([NH:20][O:21]C3CCCCO3)=[O:19])[CH:14]=2)[CH2:9]1)=[O:7].[ClH:29]. (4) Given the product [O:1]1[CH2:6][CH2:5][CH2:4][CH2:3][CH:2]1[N:7]1[C:15]2[C:10](=[CH:11][C:12]([C:16]3[N:20]=[CH:19][N:18]([C:21]([C:28]4[CH:33]=[CH:32][CH:31]=[CH:30][CH:29]=4)([C:22]4[CH:27]=[CH:26][CH:25]=[CH:24][CH:23]=4)[C:34]4[CH:35]=[CH:36][CH:37]=[CH:38][CH:39]=4)[N:17]=3)=[CH:13][CH:14]=2)[C:9]([C:40]2[CH:41]=[C:42]([NH:46][C:47](=[O:52])[CH2:48][CH2:49][CH2:50][CH3:51])[CH:43]=[CH:44][CH:45]=2)=[N:8]1, predict the reactants needed to synthesize it. The reactants are: [O:1]1[CH2:6][CH2:5][CH2:4][CH2:3][CH:2]1[N:7]1[C:15]2[C:10](=[CH:11][C:12]([C:16]3[N:20]=[CH:19][N:18]([C:21]([C:34]4[CH:39]=[CH:38][CH:37]=[CH:36][CH:35]=4)([C:28]4[CH:33]=[CH:32][CH:31]=[CH:30][CH:29]=4)[C:22]4[CH:27]=[CH:26][CH:25]=[CH:24][CH:23]=4)[N:17]=3)=[CH:13][CH:14]=2)[C:9]([C:40]2[CH:41]=[C:42]([NH2:46])[CH:43]=[CH:44][CH:45]=2)=[N:8]1.[C:47](Cl)(=[O:52])[CH2:48][CH2:49][CH2:50][CH3:51].C(N(CC)CC)C.